This data is from Full USPTO retrosynthesis dataset with 1.9M reactions from patents (1976-2016). The task is: Predict the reactants needed to synthesize the given product. (1) Given the product [OH:23][CH2:16][CH2:15][C:11]1[CH:10]=[C:9]2[C:14]([C:5]([NH:4][CH:1]([CH3:3])[CH3:2])=[C:6]([C:17]([NH2:19])=[O:18])[N:7]=[N:8]2)=[CH:13][CH:12]=1, predict the reactants needed to synthesize it. The reactants are: [CH:1]([NH:4][C:5]1[C:14]2[C:9](=[CH:10][C:11]([CH:15]=[CH2:16])=[CH:12][CH:13]=2)[N:8]=[N:7][C:6]=1[C:17]([NH2:19])=[O:18])([CH3:3])[CH3:2].C1C[O:23]CC1. (2) Given the product [OH:9][CH2:8][C:2]1[C:1]([NH:5][C:4](=[O:6])[CH:3]=1)=[O:7], predict the reactants needed to synthesize it. The reactants are: [C:1]1(=[O:7])[NH:5][C:4](=[O:6])[CH:3]=[CH:2]1.[CH2:8]=[O:9].[OH-].[Na+].